Dataset: Reaction yield outcomes from USPTO patents with 853,638 reactions. Task: Predict the reaction yield, written as a fraction of the theoretical maximum amount of product (1.0 means a 100% yield; for example, 0.34 means a 34% yield). The reactants are [Br:1][C:2]1[CH:16]=[C:15](/[CH:17]=[CH:18]/[CH:19]([C:24]2[CH:29]=[C:28]([Cl:30])[C:27]([Cl:31])=[C:26]([Cl:32])[CH:25]=2)[C:20]([F:23])([F:22])[F:21])[CH:14]=[CH:13][C:3]=1[C:4]([NH:6][CH:7]1[CH2:12][CH2:11][NH:10][CH2:9][CH2:8]1)=[O:5].C(N(CC)CC)C.[C:40](Cl)(=[O:42])[CH3:41]. The catalyst is C(Cl)Cl. The product is [C:40]([N:10]1[CH2:11][CH2:12][CH:7]([NH:6][C:4](=[O:5])[C:3]2[CH:13]=[CH:14][C:15](/[CH:17]=[CH:18]/[CH:19]([C:24]3[CH:25]=[C:26]([Cl:32])[C:27]([Cl:31])=[C:28]([Cl:30])[CH:29]=3)[C:20]([F:23])([F:21])[F:22])=[CH:16][C:2]=2[Br:1])[CH2:8][CH2:9]1)(=[O:42])[CH3:41]. The yield is 0.500.